From a dataset of Catalyst prediction with 721,799 reactions and 888 catalyst types from USPTO. Predict which catalyst facilitates the given reaction. (1) Reactant: [CH3:1][O:2][C:3](=[O:14])[C:4]1[CH:9]=[CH:8][C:7]([CH2:10][CH2:11][CH2:12]O)=[CH:6][CH:5]=1.C(N1C=CN=C1)(N1C=CN=C1)=O.C([Br:30])C=C.C([O-])(O)=O.[Na+]. Product: [CH3:1][O:2][C:3](=[O:14])[C:4]1[CH:9]=[CH:8][C:7]([CH2:10][CH2:11][CH2:12][Br:30])=[CH:6][CH:5]=1. The catalyst class is: 23. (2) Reactant: CN(C(ON1N=NC2C=CC=NC1=2)=[N+](C)C)C.F[P-](F)(F)(F)(F)F.[Br:25][C:26]1[CH:27]=[C:28]2[C:32](=[CH:33][CH:34]=1)[N:31]([CH:35]1[CH2:40][CH2:39][CH2:38][CH2:37][O:36]1)[N:30]=[C:29]2[C:41]([OH:43])=O.C(N(C(C)C)CC)(C)C.[NH2:53][C:54]1[CH:55]=[CH:56][C:57]([C:60]([F:63])([F:62])[F:61])=[N:58][CH:59]=1. Product: [Br:25][C:26]1[CH:27]=[C:28]2[C:32](=[CH:33][CH:34]=1)[N:31]([CH:35]1[CH2:40][CH2:39][CH2:38][CH2:37][O:36]1)[N:30]=[C:29]2[C:41]([NH:53][C:54]1[CH:59]=[N:58][C:57]([C:60]([F:63])([F:61])[F:62])=[CH:56][CH:55]=1)=[O:43]. The catalyst class is: 3. (3) Reactant: Br[C:2]1[CH:7]=[CH:6][C:5]([C:8]2[N:12]([CH2:13][C@@H:14]3[CH2:18][CH2:17][N:16]([C:19]([CH:21]4[CH2:23][CH2:22]4)=[O:20])[CH2:15]3)[C:11]3[CH:24]=[CH:25][CH:26]=[C:27]([C:28]#[N:29])[C:10]=3[N:9]=2)=[CH:4][CH:3]=1.CC1(C)C(C)(C)OB([C:38]2[CH:39]=[C:40]3[C:44](=[CH:45][CH:46]=2)[NH:43][CH:42]=[CH:41]3)O1.C(=O)([O-])[O-].[K+].[K+]. Product: [CH:21]1([C:19]([N:16]2[CH2:17][CH2:18][C@@H:14]([CH2:13][N:12]3[C:11]4[CH:24]=[CH:25][CH:26]=[C:27]([C:28]#[N:29])[C:10]=4[N:9]=[C:8]3[C:5]3[CH:4]=[CH:3][C:2]([C:38]4[CH:39]=[C:40]5[C:44](=[CH:45][CH:46]=4)[NH:43][CH:42]=[CH:41]5)=[CH:7][CH:6]=3)[CH2:15]2)=[O:20])[CH2:22][CH2:23]1. The catalyst class is: 38. (4) Reactant: FC(F)(F)C(O)=O.[F:8][C:9]1[CH:27]=[C:26]([S:28]([CH3:31])(=[O:30])=[O:29])[C:25]([F:32])=[CH:24][C:10]=1[CH2:11][N:12]1[CH2:16][CH2:15][N:14]([CH:17]2[CH2:22][CH2:21][NH:20][CH2:19][CH2:18]2)[C:13]1=[O:23].C(N(C(C)C)CC)(C)C.F[C:43]1[C:48]([F:49])=[CH:47][C:46]([C:50]([F:53])([F:52])[F:51])=[CH:45][N:44]=1. Product: [F:8][C:9]1[CH:27]=[C:26]([S:28]([CH3:31])(=[O:30])=[O:29])[C:25]([F:32])=[CH:24][C:10]=1[CH2:11][N:12]1[CH2:16][CH2:15][N:14]([CH:17]2[CH2:22][CH2:21][N:20]([C:43]3[C:48]([F:49])=[CH:47][C:46]([C:50]([F:53])([F:51])[F:52])=[CH:45][N:44]=3)[CH2:19][CH2:18]2)[C:13]1=[O:23]. The catalyst class is: 31.